This data is from Forward reaction prediction with 1.9M reactions from USPTO patents (1976-2016). The task is: Predict the product of the given reaction. Given the reactants [CH3:1][O:2][C:3]1[CH:8]=[C:7]([O:9][CH3:10])[CH:6]=[CH:5][C:4]=1[C:11]1[C:12]([CH2:20][CH3:21])=[N+:13]([O-])[CH:14]=[C:15]([CH2:17][CH3:18])[N:16]=1.O=P(Cl)(Cl)[Cl:24], predict the reaction product. The product is: [Cl:24][C:14]1[C:15]([CH2:17][CH3:18])=[N:16][C:11]([C:4]2[CH:5]=[CH:6][C:7]([O:9][CH3:10])=[CH:8][C:3]=2[O:2][CH3:1])=[C:12]([CH2:20][CH3:21])[N:13]=1.